Dataset: Reaction yield outcomes from USPTO patents with 853,638 reactions. Task: Predict the reaction yield, written as a fraction of the theoretical maximum amount of product (1.0 means a 100% yield; for example, 0.34 means a 34% yield). (1) The reactants are B(Cl)(Cl)Cl.[CH3:5][NH:6][C:7]([C:9]1[C:13]2[CH:14]=[C:15]([O:24][CH:25]([CH3:27])C)[C:16]([N:18]3[CH2:23][CH2:22][O:21][CH2:20][CH2:19]3)=[CH:17][C:12]=2[O:11][C:10]=1[C:28]1[CH:33]=[CH:32][C:31]([F:34])=[CH:30][CH:29]=1)=[O:8]. The catalyst is ClCCl. The product is [CH3:5][NH:6][C:7]([C:9]1[C:13]2[CH:14]=[C:15]([O:24][CH2:25][C:27]3[CH:29]=[CH:28][C:10]([O:11][CH3:12])=[CH:9][CH:7]=3)[C:16]([N:18]3[CH2:19][CH2:20][O:21][CH2:22][CH2:23]3)=[CH:17][C:12]=2[O:11][C:10]=1[C:28]1[CH:29]=[CH:30][C:31]([F:34])=[CH:32][CH:33]=1)=[O:8]. The yield is 0.840. (2) The product is [Cl:1][C:2]1[C:7]([N+:8]([O-:10])=[O:9])=[CH:6][C:5]2[NH:11][C:13](=[O:14])[NH:12][C:4]=2[CH:3]=1. The reactants are [Cl:1][C:2]1[CH:3]=[C:4]([NH2:12])[C:5]([NH2:11])=[CH:6][C:7]=1[N+:8]([O-:10])=[O:9].[C:13](C1NC=CN=1)(C1NC=CN=1)=[O:14]. The catalyst is C1COCC1. The yield is 0.760. (3) The reactants are [CH3:1][O:2][C:3]1[CH:8]=[C:7]([CH2:9][CH2:10][CH2:11][CH2:12][CH3:13])[CH:6]=[C:5]([O:14][CH3:15])[C:4]=1[CH:16]1[CH2:21][CH2:20][CH2:19][CH2:18][CH:17]1[C:22]([O:24][CH3:25])=[O:23].[Na].C(O)(=O)C. The catalyst is CO.O. The product is [CH3:15][O:14][C:5]1[CH:6]=[C:7]([CH2:9][CH2:10][CH2:11][CH2:12][CH3:13])[CH:8]=[C:3]([O:2][CH3:1])[C:4]=1[C@@H:16]1[CH2:21][CH2:20][CH2:19][CH2:18][C@H:17]1[C:22]([O:24][CH3:25])=[O:23]. The yield is 0.750. (4) The reactants are FC(F)(F)S(O[C:7]1[C:12]([Cl:13])=[CH:11][C:10]([NH:14][C:15]([O:17][C:18]([CH3:21])([CH3:20])[CH3:19])=[O:16])=[CH:9][C:8]=1[Cl:22])(=O)=O.C1C=CC(P(C2C=CC=CC=2)CCCP(C2C=CC=CC=2)C2C=CC=CC=2)=CC=1.CCN(CC)CC. The catalyst is CO.CN(C=O)C.CC([O-])=O.CC([O-])=O.[Pd+2]. The product is [C:18]([O:17][C:15]([NH:14][C:10]1[CH:11]=[C:12]([Cl:13])[C:7]([C:15]([O:17][CH3:18])=[O:16])=[C:8]([Cl:22])[CH:9]=1)=[O:16])([CH3:21])([CH3:20])[CH3:19]. The yield is 0.600. (5) The reactants are [C:1]1([C:13]2[C:14](=[O:27])[NH:15][CH2:16][C:17]=2[C:18]2[C:26]3[C:21](=[CH:22][CH:23]=[CH:24][CH:25]=3)[NH:20][CH:19]=2)[C:11]2=[C:12]3[C:7](=[CH:8][CH:9]=[CH:10]2)[CH2:6][CH2:5][CH2:4][N:3]3[CH:2]=1.[Mg]. The catalyst is CO. The product is [C:1]1([C@H:13]2[C@H:17]([C:18]3[C:26]4[C:21](=[CH:22][CH:23]=[CH:24][CH:25]=4)[NH:20][CH:19]=3)[CH2:16][NH:15][C:14]2=[O:27])[C:11]2=[C:12]3[C:7](=[CH:8][CH:9]=[CH:10]2)[CH2:6][CH2:5][CH2:4][N:3]3[CH:2]=1. The yield is 0.270. (6) The reactants are C([Li])CCC.Br[C:7]1[CH:8]=[N:9][CH:10]=[N:11][CH:12]=1.[CH2:13]1[O:23][C:16]2([CH2:21][CH2:20][C:19](=[O:22])[CH2:18][CH2:17]2)[O:15][CH2:14]1.O. The catalyst is C1COCC1. The product is [N:9]1[CH:8]=[C:7]([C:19]2([OH:22])[CH2:20][CH2:21][C:16]3([O:23][CH2:13][CH2:14][O:15]3)[CH2:17][CH2:18]2)[CH:12]=[N:11][CH:10]=1. The yield is 0.120. (7) The reactants are [CH3:1][O:2][C:3]1[CH:16]=[CH:15][C:6]([C:7]([CH2:9][CH:10]([C:13]#[N:14])[C:11]#[N:12])=[O:8])=[CH:5][CH:4]=1.Cl.O. The catalyst is C(O)(=O)C. The product is [NH2:12][C:11]1[O:8][C:7]([C:6]2[CH:5]=[CH:4][C:3]([O:2][CH3:1])=[CH:16][CH:15]=2)=[CH:9][C:10]=1[C:13]#[N:14]. The yield is 0.560.